Dataset: Catalyst prediction with 721,799 reactions and 888 catalyst types from USPTO. Task: Predict which catalyst facilitates the given reaction. (1) Reactant: [NH2:1][CH2:2][CH2:3][CH2:4][CH2:5][CH2:6][NH:7][C:8](=[O:14])[O:9][C:10]([CH3:13])([CH3:12])[CH3:11].[C:15](Cl)(=[O:26])[O:16][C:17]1[CH:22]=[CH:21][C:20]([N+:23]([O-:25])=[O:24])=[CH:19][CH:18]=1.CCN(C(C)C)C(C)C.O. Product: [N+:23]([C:20]1[CH:21]=[CH:22][C:17]([O:16][C:15]([NH:1][CH2:2][CH2:3][CH2:4][CH2:5][CH2:6][NH:7][C:8](=[O:14])[O:9][C:10]([CH3:11])([CH3:13])[CH3:12])=[O:26])=[CH:18][CH:19]=1)([O-:25])=[O:24]. The catalyst class is: 25. (2) Reactant: [C:1]1([S:7](Cl)(=[O:9])=[O:8])[CH:6]=[CH:5][CH:4]=[CH:3][CH:2]=1.[NH:11]1[CH2:14][CH:13]([CH2:15][O:16][C:17]2[C:29]([CH:30]3[CH2:32][CH2:31]3)=[CH:28][C:20]([C:21]([O:23][C:24]([CH3:27])([CH3:26])[CH3:25])=[O:22])=[C:19]([F:33])[CH:18]=2)[CH2:12]1.C(N(CC)CC)C. Product: [CH:30]1([C:29]2[C:17]([O:16][CH2:15][CH:13]3[CH2:12][N:11]([S:7]([C:1]4[CH:6]=[CH:5][CH:4]=[CH:3][CH:2]=4)(=[O:9])=[O:8])[CH2:14]3)=[CH:18][C:19]([F:33])=[C:20]([CH:28]=2)[C:21]([O:23][C:24]([CH3:26])([CH3:27])[CH3:25])=[O:22])[CH2:31][CH2:32]1. The catalyst class is: 2. (3) The catalyst class is: 12. Reactant: [F:1][C:2]([F:20])([F:19])[C:3]([C:6]1[CH:15]=[CH:14][C:13]2[CH2:12][C@H:11]([C:16]([OH:18])=O)[CH2:10][CH2:9][C:8]=2[N:7]=1)([CH3:5])[CH3:4].[Br:21][C:22]1[CH:28]=[CH:27][C:25]([NH2:26])=[CH:24][CH:23]=1.C(N(CC)CC)C. Product: [Br:21][C:22]1[CH:28]=[CH:27][C:25]([NH:26][C:16]([C@@H:11]2[CH2:10][CH2:9][C:8]3[N:7]=[C:6]([C:3]([CH3:5])([CH3:4])[C:2]([F:19])([F:1])[F:20])[CH:15]=[CH:14][C:13]=3[CH2:12]2)=[O:18])=[CH:24][CH:23]=1. (4) Reactant: [OH:1][C:2]1[CH:3]=[CH:4][C:5]([N+:10]([O-:12])=[O:11])=[C:6]([CH:9]=1)[CH:7]=[O:8].[CH3:13]N(C)C=O.C(=O)([O-])[O-].[K+].[K+].CI. Product: [CH3:13][O:1][C:2]1[CH:3]=[CH:4][C:5]([N+:10]([O-:12])=[O:11])=[C:6]([CH:9]=1)[CH:7]=[O:8]. The catalyst class is: 124. (5) Reactant: [N+:1]([C:4]1[CH:9]=[CH:8][C:7]([N:10]2[CH:14]=[CH:13][N:12]=[CH:11]2)=[CH:6][CH:5]=1)([O-:3])=[O:2].[Br:15][CH2:16][CH2:17][CH2:18][CH2:19][CH2:20][CH2:21][CH2:22][CH2:23][CH2:24][CH2:25][CH2:26][CH2:27][CH2:28][CH3:29]. Product: [Br-:15].[N+:1]([C:4]1[CH:5]=[CH:6][C:7]([N+:10]2[CH:14]=[CH:13][N:12]([CH2:29][CH2:28][CH2:27][CH2:26][CH2:25][CH2:24][CH2:23][CH2:22][CH2:21][CH2:20][CH2:19][CH2:18][CH2:17][CH3:16])[CH:11]=2)=[CH:8][CH:9]=1)([O-:3])=[O:2]. The catalyst class is: 1. (6) The catalyst class is: 175. Product: [O:7]=[C:5]1[N:18]([C@@H:16]([C:10]2[CH:15]=[CH:14][CH:13]=[CH:12][CH:11]=2)[CH3:17])[CH2:3][C@H:2]([C:1]([O:9][CH2:29][CH3:30])=[O:8])[CH2:4]1. Reactant: [C:1]([OH:9])(=[O:8])[C:2]([CH2:4][C:5]([OH:7])=O)=[CH2:3].[C:10]1([C@H:16]([NH2:18])[CH3:17])[CH:15]=[CH:14][CH:13]=[CH:12][CH:11]=1.S(=O)(=O)(O)O.C(=O)([O-])O.[Na+].[CH2:29](O)[CH3:30].